From a dataset of Forward reaction prediction with 1.9M reactions from USPTO patents (1976-2016). Predict the product of the given reaction. (1) Given the reactants [OH:1][C:2]1[CH:3]=[C:4]([CH:7]=[CH:8][C:9]=1[OH:10])[CH:5]=[O:6].C(=O)([O-])[O-].[Na+].[Na+].[CH3:17][O:18][CH2:19][CH2:20]Br.Cl, predict the reaction product. The product is: [OH:1][C:2]1[CH:3]=[C:4]([CH:7]=[CH:8][C:9]=1[O:10][CH2:20][CH2:19][O:18][CH3:17])[CH:5]=[O:6]. (2) The product is: [N+:1]([C:4]1[CH:5]=[C:6]([C:7]([N:27]2[CH2:28][CH2:29][N:24]([CH3:23])[CH2:25][CH2:26]2)=[O:9])[CH:10]=[C:11]([C:13]([F:16])([F:15])[F:14])[CH:12]=1)([O-:3])=[O:2]. Given the reactants [N+:1]([C:4]1[CH:5]=[C:6]([CH:10]=[C:11]([C:13]([F:16])([F:15])[F:14])[CH:12]=1)[C:7]([OH:9])=O)([O-:3])=[O:2].C(Cl)(=O)C(Cl)=O.[CH3:23][N:24]1[CH2:29][CH2:28][NH:27][CH2:26][CH2:25]1, predict the reaction product. (3) Given the reactants [C:1]([C:5]1[CH:6]=[C:7]([OH:11])[CH:8]=[CH:9][CH:10]=1)([CH3:4])([CH3:3])[CH3:2].[H-].[Na+].Br[CH:15]([CH3:21])[C:16]([O:18][CH2:19][CH3:20])=[O:17], predict the reaction product. The product is: [CH2:19]([O:18][C:16](=[O:17])[CH:15]([O:11][C:7]1[CH:8]=[CH:9][CH:10]=[C:5]([C:1]([CH3:4])([CH3:2])[CH3:3])[CH:6]=1)[CH3:21])[CH3:20].